From a dataset of Full USPTO retrosynthesis dataset with 1.9M reactions from patents (1976-2016). Predict the reactants needed to synthesize the given product. (1) Given the product [CH2:1]([CH:6]1[CH2:7][CH2:8][CH:9]([C:12](=[CH2:15])[CH:13]=[O:14])[CH2:10][CH2:11]1)[CH2:2][CH2:3][CH2:4][CH3:5], predict the reactants needed to synthesize it. The reactants are: [CH2:1]([CH:6]1[CH2:11][CH2:10][CH:9]([C:12](=[CH2:15])[CH2:13][OH:14])[CH2:8][CH2:7]1)[CH2:2][CH2:3][CH2:4][CH3:5].C1C=CC(N=NC2C=CC(N)=NC=2N)=CC=1.Cl.[Cr](Cl)([O-])(=O)=O.C(OCC)C. (2) Given the product [Br:1][C:2]1[CH:3]=[CH:4][C:5](=[O:8])[N:6]([CH:9]([CH3:11])[CH3:10])[CH:7]=1, predict the reactants needed to synthesize it. The reactants are: [Br:1][C:2]1[CH:3]=[CH:4][C:5](=[O:8])[NH:6][CH:7]=1.[CH:9](I)([CH3:11])[CH3:10]. (3) Given the product [CH3:12][CH2:13][C@:14]12[CH:30]=[C:29]([C:31]([O:33][CH2:34][CH3:35])=[O:32])[N:28]3[C:20]4=[C:21]([CH2:36][CH2:37][N:18]([C@@H:19]14)[CH2:17][CH2:16][CH2:15]2)[C:22]1[CH:23]=[CH:24][CH:25]=[CH:26][C:27]=13.[OH:1][C@H:2]([CH2:8][C:9](=[O:10])[O-:11])[CH2:3][N+:4]([CH3:7])([CH3:5])[CH3:6], predict the reactants needed to synthesize it. The reactants are: [OH:1][C@H:2]([CH2:8][C:9](=[O:11])[O-:10])[CH2:3][N+:4]([CH3:7])([CH3:6])[CH3:5].[CH3:12][CH2:13][C@:14]12[CH:30]=[C:29]([C:31]([O:33][CH2:34][CH3:35])=[O:32])[N:28]3[C:20]4=[C:21]([CH2:36][CH2:37][N:18]([C@@H:19]14)[CH2:17][CH2:16][CH2:15]2)[C:22]1[CH:23]=[CH:24][CH:25]=[CH:26][C:27]=13.C(O)C.C(OC(C1C=CC(O)=CC=1)=O)C. (4) Given the product [F:1][C:2]1[CH:15]=[CH:14][CH:13]=[C:12]([F:16])[C:3]=1[C:4]([NH:6][C:7]1[CH:11]=[CH:10][N:9]([CH2:24][C:25]2[CH:30]=[CH:29][CH:28]=[CH:27][C:26]=2[CH2:31][C:32]2[CH:37]=[CH:36][CH:35]=[CH:34][CH:33]=2)[N:8]=1)=[O:5], predict the reactants needed to synthesize it. The reactants are: [F:1][C:2]1[CH:15]=[CH:14][CH:13]=[C:12]([F:16])[C:3]=1[C:4]([NH:6][C:7]1[CH:11]=[CH:10][NH:9][N:8]=1)=[O:5].C(=O)([O-])[O-].[K+].[K+].Br[CH2:24][C:25]1[CH:30]=[CH:29][CH:28]=[CH:27][C:26]=1[CH2:31][C:32]1[CH:37]=[CH:36][CH:35]=[CH:34][CH:33]=1. (5) The reactants are: [NH2:1][C:2]1([CH2:7]O)[CH2:6][CH2:5][CH2:4][CH2:3]1.Cl.O=S(Cl)Cl.[CH3:14][C:15]1[CH:20]=[C:19]([N+:21]([O-:23])=[O:22])[CH:18]=[CH:17][C:16]=1[N:24]=[C:25]=[S:26].CN1CCOCC1. Given the product [CH3:14][C:15]1[CH:20]=[C:19]([N+:21]([O-:23])=[O:22])[CH:18]=[CH:17][C:16]=1[N:24]=[C:25]1[S:26][CH2:7][C:2]2([CH2:6][CH2:5][CH2:4][CH2:3]2)[NH:1]1, predict the reactants needed to synthesize it. (6) The reactants are: [Br:1][C:2]1[CH:3]=[CH:4][C:5]2[C:9]([CH:10]=1)=[N:8][N:7]([C:11]1[CH:16]=[CH:15][C:14]([C:17]([F:20])([F:19])[F:18])=[CH:13][CH:12]=1)[C:6]=2Cl.[OH-:22].[K+]. Given the product [Br:1][C:2]1[CH:10]=[C:9]2[C:5]([C:6](=[O:22])[N:7]([C:11]3[CH:16]=[CH:15][C:14]([C:17]([F:20])([F:19])[F:18])=[CH:13][CH:12]=3)[NH:8]2)=[CH:4][CH:3]=1, predict the reactants needed to synthesize it. (7) Given the product [ClH:35].[ClH:35].[CH3:8][C:6]1[CH:5]=[C:4]([NH:9][C:10]2[CH:15]=[CH:14][C:13]([N+:16]([O-:18])=[O:17])=[CH:12][C:11]=2[S:19]([N:22]2[CH2:23][CH2:24][NH:25][CH2:26][CH2:27]2)(=[O:21])=[O:20])[CH:3]=[C:2]([CH3:1])[CH:7]=1, predict the reactants needed to synthesize it. The reactants are: [CH3:1][C:2]1[CH:3]=[C:4]([NH:9][C:10]2[CH:15]=[CH:14][C:13]([N+:16]([O-:18])=[O:17])=[CH:12][C:11]=2[S:19]([N:22]2[CH2:27][CH2:26][N:25](C(OC(C)(C)C)=O)[CH2:24][CH2:23]2)(=[O:21])=[O:20])[CH:5]=[C:6]([CH3:8])[CH:7]=1.[ClH:35]. (8) Given the product [Cl:1][C:2]1[CH:3]=[C:4]([C:8]2[N:13]3[N:14]=[C:15]([NH:17][C:18]4[CH:19]=[CH:20][C:21]([C:22]([NH:44][CH:45]5[CH2:50][CH2:49][NH:48][CH2:47][CH2:46]5)=[O:24])=[CH:25][CH:26]=4)[N:16]=[C:12]3[CH:11]=[CH:10][CH:9]=2)[CH:5]=[CH:6][CH:7]=1, predict the reactants needed to synthesize it. The reactants are: [Cl:1][C:2]1[CH:3]=[C:4]([C:8]2[N:13]3[N:14]=[C:15]([NH:17][C:18]4[CH:26]=[CH:25][C:21]([C:22]([OH:24])=O)=[CH:20][CH:19]=4)[N:16]=[C:12]3[CH:11]=[CH:10][CH:9]=2)[CH:5]=[CH:6][CH:7]=1.C(N(C(C)C)CC)(C)C.ClCCl.O1CCCC1.[NH2:44][CH:45]1[CH2:50][CH2:49][N:48](C(OC(C)(C)C)=O)[CH2:47][CH2:46]1.